Dataset: Forward reaction prediction with 1.9M reactions from USPTO patents (1976-2016). Task: Predict the product of the given reaction. (1) Given the reactants [Br:1][C:2]1[C:3](=[O:17])[NH:4][C:5](=[O:16])[N:6]([CH2:8][CH2:9][C:10]2[CH:15]=[CH:14][CH:13]=[CH:12][CH:11]=2)[N:7]=1.[F:18]C1C=CC(CCI)=CC=1.C(I)CC1C=CC=CC=1, predict the reaction product. The product is: [Br:1][C:2]1[C:3](=[O:17])[NH:4][C:5](=[O:16])[N:6]([CH2:8][CH2:9][C:10]2[CH:15]=[CH:14][C:13]([F:18])=[CH:12][CH:11]=2)[N:7]=1. (2) Given the reactants CON(C)[C:4]([C:6]1[N:7]=[CH:8][N:9]([C:11]2[CH:12]=[C:13]([C:17]3[C:22]([F:23])=[CH:21][CH:20]=[CH:19][C:18]=3[O:24][CH3:25])[CH:14]=[CH:15][CH:16]=2)[CH:10]=1)=[O:5].[S:27]1[CH:31]=[CH:30][N:29]=[CH:28]1, predict the reaction product. The product is: [F:23][C:22]1[C:17]([C:13]2[CH:14]=[CH:15][CH:16]=[C:11]([N:9]3[CH:10]=[C:6]([C:4]([C:28]4[S:27][CH:31]=[CH:30][N:29]=4)=[O:5])[N:7]=[CH:8]3)[CH:12]=2)=[C:18]([O:24][CH3:25])[CH:19]=[CH:20][CH:21]=1. (3) Given the reactants [CH:1]1([C:4]([CH:6]2[CH2:18][CH2:17][C:9]3[N:10]=[C:11]([NH:13][C:14](=[O:16])[CH3:15])[S:12][C:8]=3[C:7]2=O)=O)[CH2:3][CH2:2]1.[NH:20]([C@@H:22]1[CH2:27][CH2:26][C@H:25]([C:28]([O:30][CH2:31][CH3:32])=[O:29])[CH2:24][CH2:23]1)[NH2:21], predict the reaction product. The product is: [C:14]([NH:13][C:11]1[S:12][C:8]2[C:7]3[N:20]([C@@H:22]4[CH2:23][CH2:24][C@H:25]([C:28]([O:30][CH2:31][CH3:32])=[O:29])[CH2:26][CH2:27]4)[N:21]=[C:4]([CH:1]4[CH2:3][CH2:2]4)[C:6]=3[CH2:18][CH2:17][C:9]=2[N:10]=1)(=[O:16])[CH3:15]. (4) Given the reactants [C:1]1([C:7]([C:17]2[CH:22]=[CH:21][CH:20]=[CH:19][CH:18]=2)=[N:8][NH:9][C:10]2[CH:15]=[CH:14][C:13]([F:16])=[CH:12][CH:11]=2)[CH:6]=[CH:5][CH:4]=[CH:3][CH:2]=1.Br[CH2:24][CH2:25][C:26]1[CH:31]=[CH:30][CH:29]=[C:28]([F:32])[CH:27]=1, predict the reaction product. The product is: [C:17]1([C:7]([C:1]2[CH:2]=[CH:3][CH:4]=[CH:5][CH:6]=2)=[N:8][N:9]([CH2:24][CH2:25][C:26]2[CH:31]=[CH:30][CH:29]=[C:28]([F:32])[CH:27]=2)[C:10]2[CH:15]=[CH:14][C:13]([F:16])=[CH:12][CH:11]=2)[CH:18]=[CH:19][CH:20]=[CH:21][CH:22]=1. (5) Given the reactants [F:1][C:2]([F:38])([F:37])[O:3][C:4]1[CH:9]=[CH:8][C:7]([N:10]2[CH:14]=[N:13][C:12]([C:15]3[CH:20]=[CH:19][C:18]([NH:21][C:22](=[O:36])[O:23][CH:24]([C:26]4[CH:27]=[N:28][C:29]([C:32]([F:35])([F:34])[F:33])=[CH:30][CH:31]=4)[CH3:25])=[CH:17][CH:16]=3)=[N:11]2)=[CH:6][CH:5]=1.[H-].[Na+].I[CH2:42][CH3:43], predict the reaction product. The product is: [CH2:42]([N:21]([C:18]1[CH:17]=[CH:16][C:15]([C:12]2[N:13]=[CH:14][N:10]([C:7]3[CH:8]=[CH:9][C:4]([O:3][C:2]([F:1])([F:37])[F:38])=[CH:5][CH:6]=3)[N:11]=2)=[CH:20][CH:19]=1)[C:22](=[O:36])[O:23][CH:24]([C:26]1[CH:27]=[N:28][C:29]([C:32]([F:34])([F:35])[F:33])=[CH:30][CH:31]=1)[CH3:25])[CH3:43]. (6) Given the reactants [CH:1]([N:4]([CH3:12])[C:5]([N:7]1[CH:11]=[CH:10][N:9]=[CH:8]1)=[O:6])([CH3:3])[CH3:2].[C:13](#N)C.[I:16]C, predict the reaction product. The product is: [I-:16].[CH:1]([N:4]([CH3:12])[C:5]([N:7]1[CH:11]=[CH:10][N+:9]([CH3:13])=[CH:8]1)=[O:6])([CH3:3])[CH3:2]. (7) Given the reactants [N:1]12[CH2:8][CH2:7][CH:4]([CH2:5][CH2:6]1)[C@@H:3]([O:9][C:10]1[CH:23]=[CH:22][C:13]([O:14][C:15]3[CH:20]=[CH:19][C:18]([OH:21])=[CH:17][CH:16]=3)=[CH:12][CH:11]=1)[CH2:2]2.CO.[C:26]([OH:33])(=[O:32])/[CH:27]=[CH:28]/[C:29]([OH:31])=[O:30], predict the reaction product. The product is: [C:26]([OH:33])(=[O:32])/[CH:27]=[CH:28]/[C:29]([OH:31])=[O:30].[N:1]12[CH2:8][CH2:7][CH:4]([CH2:5][CH2:6]1)[C@@H:3]([O:9][C:10]1[CH:11]=[CH:12][C:13]([O:14][C:15]3[CH:20]=[CH:19][C:18]([OH:21])=[CH:17][CH:16]=3)=[CH:22][CH:23]=1)[CH2:2]2.